From a dataset of Catalyst prediction with 721,799 reactions and 888 catalyst types from USPTO. Predict which catalyst facilitates the given reaction. (1) Reactant: [NH2:1][C:2]1[NH:6][N:5]=[C:4]([C:7]([O:9][CH2:10][CH3:11])=[O:8])[CH:3]=1.[C:12]([O:18][CH2:19][CH3:20])(=[O:17])[CH2:13][C:14](O)=[O:15].C(N=C=NC(C)C)(C)C.O. Product: [CH2:19]([O:18][C:12](=[O:17])[CH2:13][C:14]([NH:1][C:2]1[NH:6][N:5]=[C:4]([C:7]([O:9][CH2:10][CH3:11])=[O:8])[CH:3]=1)=[O:15])[CH3:20]. The catalyst class is: 17. (2) Reactant: [Si:1]([O:18][C@@H:19]([CH3:28])[CH2:20][CH:21]=[CH:22][C:23](OCC)=[O:24])([C:14]([CH3:17])([CH3:16])[CH3:15])([C:8]1[CH:13]=[CH:12][CH:11]=[CH:10][CH:9]=1)[C:2]1[CH:7]=[CH:6][CH:5]=[CH:4][CH:3]=1.CC(C[AlH]CC(C)C)C.[NH4+].[Cl-].[O-]S([O-])(=O)=O.[Mg+2]. Product: [Si:1]([O:18][C@@H:19]([CH3:28])[CH2:20][CH:21]=[CH:22][CH2:23][OH:24])([C:14]([CH3:16])([CH3:17])[CH3:15])([C:8]1[CH:9]=[CH:10][CH:11]=[CH:12][CH:13]=1)[C:2]1[CH:3]=[CH:4][CH:5]=[CH:6][CH:7]=1. The catalyst class is: 158. (3) Reactant: [NH:1]([CH:5]=O)[NH:2][CH:3]=O.Cl[Si](C)(C)C.C(N(CC)CC)C.[NH2:19][C:20]1[C:25]([C:26]2[CH:31]=[CH:30][CH:29]=[C:28]([F:32])[CH:27]=2)=[C:24]([C:33](=[O:35])[CH3:34])[CH:23]=[C:22]([Cl:36])[C:21]=1[CH3:37]. Product: [Cl:36][C:22]1[C:21]([CH3:37])=[C:20]([N:19]2[CH:3]=[N:2][N:1]=[CH:5]2)[C:25]([C:26]2[CH:31]=[CH:30][CH:29]=[C:28]([F:32])[CH:27]=2)=[C:24]([C:33](=[O:35])[CH3:34])[CH:23]=1. The catalyst class is: 228. (4) Reactant: [C:1](=O)(O)[O-].[Na+].S([O-])([O-])=O.[Na+].[Na+].[Cl:12][C:13]1[C:21]([S:22](Cl)(=[O:24])=[O:23])=[CH:20][C:16]([C:17]([OH:19])=[O:18])=[C:15]([O:26][CH2:27][CH3:28])[CH:14]=1.ClCC(O)=O.[OH-].[Na+].Cl. Product: [Cl:12][C:13]1[C:21]([S:22]([CH3:1])(=[O:24])=[O:23])=[CH:20][C:16]([C:17]([OH:19])=[O:18])=[C:15]([O:26][CH2:27][CH3:28])[CH:14]=1. The catalyst class is: 6. (5) The catalyst class is: 15. Product: [BrH:16].[Br:16][C:7]1[CH:8]=[C:9]2[C:4]([CH2:3][CH2:2][CH2:1]2)=[CH:5][C:6]=1[NH:10][C:11]1[NH:15][CH2:14][CH2:13][N:12]=1. Reactant: [CH2:1]1[C:9]2[C:4](=[CH:5][C:6]([NH:10][C:11]3[NH:12][CH2:13][CH2:14][N:15]=3)=[CH:7][CH:8]=2)[CH2:3][CH2:2]1.[Br:16]Br. (6) Reactant: I[C:2]1[C:10]2[C:5](=[CH:6][C:7]([C:11]3[CH:16]=[CH:15][C:14]([O:17][CH2:18][O:19][CH3:20])=[C:13]([O:21][CH3:22])[CH:12]=3)=[CH:8][CH:9]=2)[NH:4][N:3]=1.[Li]C1C=CC=CC=1.[Li]C(CC)C.CN([CH:38]=[O:39])C. Product: [CH3:22][O:21][C:13]1[CH:12]=[C:11]([C:7]2[CH:6]=[C:5]3[C:10]([C:2]([CH:38]=[O:39])=[N:3][NH:4]3)=[CH:9][CH:8]=2)[CH:16]=[CH:15][C:14]=1[O:17][CH2:18][O:19][CH3:20]. The catalyst class is: 1. (7) Reactant: [O:1]=[C:2]1[CH:11]=[CH:10][C:9]2[CH:8]=[CH:7][C:6]3[O:12][CH2:13][CH2:14][O:15][C:5]=3[C:4]=2[N:3]1[CH2:16][CH:17]=O.[NH:19]1[CH2:24][CH2:23][CH:22]([NH:25][C:26](=[O:32])[O:27][C:28]([CH3:31])([CH3:30])[CH3:29])[CH2:21][CH2:20]1.[BH-](OC(C)=O)(OC(C)=O)OC(C)=O.[Na+]. Product: [O:1]=[C:2]1[CH:11]=[CH:10][C:9]2[CH:8]=[CH:7][C:6]3[O:12][CH2:13][CH2:14][O:15][C:5]=3[C:4]=2[N:3]1[CH2:16][CH2:17][N:19]1[CH2:20][CH2:21][CH:22]([NH:25][C:26](=[O:32])[O:27][C:28]([CH3:30])([CH3:29])[CH3:31])[CH2:23][CH2:24]1. The catalyst class is: 147. (8) Reactant: ClCCl.C(=O)([O-])[O-].[K+].[K+].Br[C:11]1[N:16]=[C:15]([C:17](=[O:20])[NH:18][CH3:19])[C:14]([NH:21][C:22]2[C:27]([C:28]([F:31])([F:30])[F:29])=[CH:26][N:25]=[C:24]([NH:32][C:33]3[CH:45]=[CH:44][C:36]([CH2:37][P:38](=[O:43])([OH:42])[O:39][CH2:40][CH3:41])=[CH:35][C:34]=3[O:46][CH3:47])[N:23]=2)=[CH:13][CH:12]=1.[CH2:48]([O:55][CH2:56][CH2:57][CH2:58][N:59]1[CH:63]=[C:62](B2OC(C)(C)C(C)(C)O2)[CH:61]=[C:60]1[C:73]([O:75][CH3:76])=[O:74])[C:49]1[CH:54]=[CH:53][CH:52]=[CH:51][CH:50]=1. Product: [CH2:48]([O:55][CH2:56][CH2:57][CH2:58][N:59]1[CH:63]=[C:62]([C:11]2[CH:12]=[CH:13][C:14]([NH:21][C:22]3[C:27]([C:28]([F:31])([F:29])[F:30])=[CH:26][N:25]=[C:24]([NH:32][C:33]4[CH:45]=[CH:44][C:36]([CH2:37][P:38]([O:39][CH2:40][CH3:41])([OH:42])=[O:43])=[CH:35][C:34]=4[O:46][CH3:47])[N:23]=3)=[C:15]([C:17](=[O:20])[NH:18][CH3:19])[N:16]=2)[CH:61]=[C:60]1[C:73]([O:75][CH3:76])=[O:74])[C:49]1[CH:50]=[CH:51][CH:52]=[CH:53][CH:54]=1. The catalyst class is: 12. (9) Reactant: [CH3:1][C:2]1[C:7]([N+:8]([O-:10])=[O:9])=[CH:6][CH:5]=[CH:4][C:3]=1CC#N.[C:14]([OH:17])(=[O:16])[CH3:15].S(=O)(=O)(O)O. Product: [CH3:1][C:2]1[C:7]([N+:8]([O-:10])=[O:9])=[CH:6][CH:5]=[CH:4][C:3]=1[CH2:15][C:14]([OH:17])=[O:16]. The catalyst class is: 6. (10) Reactant: [Br:1][C:2]1[CH:26]=[CH:25][CH:24]=[CH:23][C:3]=1[CH2:4][O:5][C:6](=[O:22])[NH:7][C:8]1[C:9]([CH3:21])=[N:10][O:11][C:12]=1[C:13]1[CH:18]=[CH:17][C:16]([CH2:19]Cl)=[CH:15][CH:14]=1.[C:27]([C:30]1[CH:31]=[C:32](B(O)O)[CH:33]=[CH:34][CH:35]=1)([OH:29])=[O:28].C(=O)([O-])[O-].[K+].[K+]. Product: [Br:1][C:2]1[CH:26]=[CH:25][CH:24]=[CH:23][C:3]=1[CH2:4][O:5][C:6]([NH:7][C:8]1[C:9]([CH3:21])=[N:10][O:11][C:12]=1[C:13]1[CH:18]=[CH:17][C:16]([CH2:19][C:34]2[CH:35]=[C:30]([CH:31]=[CH:32][CH:33]=2)[C:27]([OH:29])=[O:28])=[CH:15][CH:14]=1)=[O:22]. The catalyst class is: 276.